Predict the product of the given reaction. From a dataset of Forward reaction prediction with 1.9M reactions from USPTO patents (1976-2016). (1) Given the reactants C(OC([NH:8][CH2:9][CH2:10][CH2:11][C:12]1[C:21]([O:22][CH2:23][C:24]#[CH:25])=[CH:20][C:15]([C:16]([O:18]C)=[O:17])=[CH:14][C:13]=1[O:26][CH2:27][C:28]#[CH:29])=O)(C)(C)C.[OH-].[Na+], predict the reaction product. The product is: [NH2:8][CH2:9][CH2:10][CH2:11][C:12]1[C:13]([O:26][CH2:27][C:28]#[CH:29])=[CH:14][C:15]([C:16]([OH:18])=[O:17])=[CH:20][C:21]=1[O:22][CH2:23][C:24]#[CH:25]. (2) Given the reactants [Cl:1][CH2:2][CH2:3][CH2:4][O:5][C:6]1[CH:11]=[CH:10][C:9]([C:12]2[S:13][C:14]([CH2:18][C:19]([O:21]CC)=[O:20])=[C:15]([CH3:17])[N:16]=2)=[CH:8][CH:7]=1.[OH-].[Na+].Cl, predict the reaction product. The product is: [Cl:1][CH2:2][CH2:3][CH2:4][O:5][C:6]1[CH:11]=[CH:10][C:9]([C:12]2[S:13][C:14]([CH2:18][C:19]([OH:21])=[O:20])=[C:15]([CH3:17])[N:16]=2)=[CH:8][CH:7]=1.